This data is from Catalyst prediction with 721,799 reactions and 888 catalyst types from USPTO. The task is: Predict which catalyst facilitates the given reaction. (1) Reactant: [Cl:1][C:2]1[CH:7]=[CH:6][C:5]([CH2:8][C:9]#[N:10])=[C:4]([F:11])[CH:3]=1.[Cl:12][C:13]1[C:14]([F:21])=[C:15]([CH:18]=[CH:19][CH:20]=1)[CH:16]=O.C[O-].[Na+]. Product: [Cl:12][C:13]1[C:14]([F:21])=[C:15](/[CH:16]=[C:8](/[C:5]2[CH:6]=[CH:7][C:2]([Cl:1])=[CH:3][C:4]=2[F:11])\[C:9]#[N:10])[CH:18]=[CH:19][CH:20]=1. The catalyst class is: 5. (2) Reactant: Cl.[Cl:2][C:3]1[C:12]2[C:7](=[CH:8][C:9]([O:15][CH3:16])=[C:10]([O:13][CH3:14])[CH:11]=2)[N:6]=[CH:5][CH:4]=1.[NH2:17][C:18]1[CH:19]=[C:20]([NH:25][C:26](=[O:37])[C:27]2[CH:32]=[CH:31][C:30]([O:33][CH3:34])=[C:29]([O:35][CH3:36])[CH:28]=2)[CH:21]=[CH:22][C:23]=1[CH3:24]. Product: [ClH:2].[CH3:24][C:23]1[CH:22]=[CH:21][C:20]([NH:25][C:26](=[O:37])[C:27]2[CH:32]=[CH:31][C:30]([O:33][CH3:34])=[C:29]([O:35][CH3:36])[CH:28]=2)=[CH:19][C:18]=1[NH:17][C:3]1[C:12]2[C:7](=[CH:8][C:9]([O:15][CH3:16])=[C:10]([O:13][CH3:14])[CH:11]=2)[N:6]=[CH:5][CH:4]=1. The catalyst class is: 32. (3) Reactant: CCN=C=NCCCN(C)C.Cl.[NH:13]([C:20]([O:22][C:23]([CH3:26])([CH3:25])[CH3:24])=[O:21])[C:14]([C:17]([OH:19])=O)([CH3:16])[CH3:15].[NH2:27][C@H:28]([C:39]([NH:41][C:42]1[CH:47]=[CH:46][CH:45]=[CH:44][CH:43]=1)=[O:40])[CH2:29][C:30]1[C:38]2[C:33](=[CH:34][CH:35]=[CH:36][CH:37]=2)[NH:32][CH:31]=1. Product: [NH:13]([C:20]([O:22][C:23]([CH3:26])([CH3:25])[CH3:24])=[O:21])[C:14]([C:17]([NH:27][C@H:28]([C:39]([NH:41][C:42]1[CH:47]=[CH:46][CH:45]=[CH:44][CH:43]=1)=[O:40])[CH2:29][C:30]1[C:38]2[C:33](=[CH:34][CH:35]=[CH:36][CH:37]=2)[NH:32][CH:31]=1)=[O:19])([CH3:15])[CH3:16]. The catalyst class is: 1. (4) Reactant: [O:1]=[C:2]1[CH:6]=[CH:5][C:4](=[O:7])[N:3]1[CH2:8][CH2:9][O:10][CH2:11][CH2:12][O:13][CH2:14][CH2:15][O:16][CH2:17][CH2:18][O:19][CH2:20][CH2:21][O:22][CH2:23][CH2:24][O:25][CH2:26][CH2:27][C:28]([OH:30])=O.CN(C(ON1N=NC2C=CC=NC1=2)=[N+](C)C)C.F[P-](F)(F)(F)(F)F.CCN(C(C)C)C(C)C.[NH2:64][C@H:65]([C:69]([NH:71][C@H:72]([C:80]([NH:82][C:83]1[CH:88]=[CH:87][C:86]([CH2:89][OH:90])=[CH:85][CH:84]=1)=[O:81])[CH2:73][CH2:74][CH2:75][NH:76][C:77](=[O:79])[NH2:78])=[O:70])[CH:66]([CH3:68])[CH3:67]. Product: [O:7]=[C:4]1[CH:5]=[CH:6][C:2](=[O:1])[N:3]1[CH2:8][CH2:9][O:10][CH2:11][CH2:12][O:13][CH2:14][CH2:15][O:16][CH2:17][CH2:18][O:19][CH2:20][CH2:21][O:22][CH2:23][CH2:24][O:25][CH2:26][CH2:27][C:28]([NH:64][C@H:65]([C:69]([NH:71][C@H:72]([C:80]([NH:82][C:83]1[CH:88]=[CH:87][C:86]([CH2:89][OH:90])=[CH:85][CH:84]=1)=[O:81])[CH2:73][CH2:74][CH2:75][NH:76][C:77](=[O:79])[NH2:78])=[O:70])[CH:66]([CH3:68])[CH3:67])=[O:30]. The catalyst class is: 174. (5) Reactant: [Br:1][C:2]1[C:11]2[C:6](=[CH:7][CH:8]=[C:9]([F:12])[CH:10]=2)[CH2:5][CH2:4][C:3]=1[CH:13]=[O:14].ClC1C(=O)C(C#N)=C(C#N)C(=O)C=1Cl. Product: [Br:1][C:2]1[C:11]2[C:6](=[CH:7][CH:8]=[C:9]([F:12])[CH:10]=2)[CH:5]=[CH:4][C:3]=1[CH:13]=[O:14]. The catalyst class is: 26. (6) Reactant: [Cl:1][C:2]1[N:6]2[CH:7]=[C:8]([C:15]3[O:16][CH:17]=[CH:18][CH:19]=3)[CH:9]=[C:10]([C:11]([F:14])([F:13])[F:12])[C:5]2=[N:4][C:3]=1[C:20](O)=[O:21].[O:23]1[CH:27]=[CH:26][CH:25]=[C:24]1[CH2:28][NH2:29].C(N(CC)C(C)C)(C)C.CN(C(ON1N=NC2C=CC=NC1=2)=[N+](C)C)C.F[P-](F)(F)(F)(F)F. Product: [O:23]1[CH:27]=[CH:26][CH:25]=[C:24]1[CH2:28][NH:29][C:20]([C:3]1[N:4]=[C:5]2[C:10]([C:11]([F:14])([F:13])[F:12])=[CH:9][C:8]([C:15]3[O:16][CH:17]=[CH:18][CH:19]=3)=[CH:7][N:6]2[C:2]=1[Cl:1])=[O:21]. The catalyst class is: 31. (7) Reactant: [Cl-].O[NH3+:3].[C:4](=[O:7])([O-])[OH:5].[Na+].CS(C)=O.[CH2:13]([C:15]1[S:53][C:18]2[N:19]([CH2:36][C:37]3[CH:42]=[CH:41][C:40]([C:43]4[C:44]([C:49]#[N:50])=[CH:45][CH:46]=[CH:47][CH:48]=4)=[CH:39][C:38]=3[O:51][CH3:52])[C:20](=[O:35])[N:21]([CH2:24][C:25]([C:27]3[CH:32]=[CH:31][C:30]([O:33][CH3:34])=[CH:29][CH:28]=3)=[O:26])[C:22](=[O:23])[C:17]=2[CH:16]=1)[CH3:14]. Product: [CH2:13]([C:15]1[S:53][C:18]2[N:19]([CH2:36][C:37]3[CH:42]=[CH:41][C:40]([C:43]4[CH:48]=[CH:47][CH:46]=[CH:45][C:44]=4[C:49]4[NH:3][C:4](=[O:7])[O:5][N:50]=4)=[CH:39][C:38]=3[O:51][CH3:52])[C:20](=[O:35])[N:21]([CH2:24][C:25]([C:27]3[CH:32]=[CH:31][C:30]([O:33][CH3:34])=[CH:29][CH:28]=3)=[O:26])[C:22](=[O:23])[C:17]=2[CH:16]=1)[CH3:14]. The catalyst class is: 22. (8) Reactant: C([O:3][P:4]([CH2:9][CH2:10][O:11][CH2:12][CH2:13][O:14][CH2:15][CH2:16][O:17][CH3:18])(=[O:8])[O:5]CC)C.Br[Si](C)(C)C. Product: [CH3:18][O:17][CH2:16][CH2:15][O:14][CH2:13][CH2:12][O:11][CH2:10][CH2:9][P:4](=[O:3])([OH:8])[OH:5]. The catalyst class is: 61. (9) Reactant: C([Li])CCC.[Br:6][C:7]1[N:8]=[C:9]([O:21][CH2:22][CH3:23])[N:10]([CH2:13][O:14][CH2:15][CH2:16][Si:17]([CH3:20])([CH3:19])[CH3:18])[C:11]=1Br.CN(C)CCN(C)C.[Cl:32]C(Cl)(Cl)C(Cl)(Cl)Cl. The catalyst class is: 1. Product: [Br:6][C:7]1[N:8]=[C:9]([O:21][CH2:22][CH3:23])[N:10]([CH2:13][O:14][CH2:15][CH2:16][Si:17]([CH3:20])([CH3:19])[CH3:18])[C:11]=1[Cl:32]. (10) Reactant: [C:1]([C:4]1[N:5]([CH2:22][C:23]2[CH:34]=[CH:33][C:26]([C:27](N(OC)C)=[O:28])=[CH:25][CH:24]=2)[C:6](=[O:21])[C:7]2[C:12]([C:13]=1[C:14]1[CH:19]=[CH:18][CH:17]=[CH:16][CH:15]=1)=[CH:11][C:10]([Br:20])=[CH:9][CH:8]=2)(=[O:3])[CH3:2].[CH3:35][Mg]Br.[Cl-].[NH4+]. Product: [C:1]([C:4]1[N:5]([CH2:22][C:23]2[CH:34]=[CH:33][C:26]([C:27](=[O:28])[CH3:35])=[CH:25][CH:24]=2)[C:6](=[O:21])[C:7]2[C:12]([C:13]=1[C:14]1[CH:19]=[CH:18][CH:17]=[CH:16][CH:15]=1)=[CH:11][C:10]([Br:20])=[CH:9][CH:8]=2)(=[O:3])[CH3:2]. The catalyst class is: 7.